Dataset: Catalyst prediction with 721,799 reactions and 888 catalyst types from USPTO. Task: Predict which catalyst facilitates the given reaction. (1) Reactant: [C:1]([O:5][C:6]([NH:8][C@H:9]1[CH2:14][CH2:13][C@H:12]([N:15]([CH2:34][CH3:35])[C:16]2[C:17]([CH3:33])=[C:18]([C:29]([O:31][CH3:32])=[O:30])[CH:19]=[C:20]([C:22]3[CH:27]=[CH:26][C:25]([OH:28])=[CH:24][CH:23]=3)[CH:21]=2)[CH2:11][CH2:10]1)=[O:7])([CH3:4])([CH3:3])[CH3:2].C(=O)([O-])[O-].[Cs+].[Cs+].Br[CH2:43][CH2:44][O:45][CH3:46]. Product: [C:1]([O:5][C:6]([NH:8][C@H:9]1[CH2:14][CH2:13][C@H:12]([N:15]([CH2:34][CH3:35])[C:16]2[C:17]([CH3:33])=[C:18]([C:29]([O:31][CH3:32])=[O:30])[CH:19]=[C:20]([C:22]3[CH:23]=[CH:24][C:25]([O:28][CH2:43][CH2:44][O:45][CH3:46])=[CH:26][CH:27]=3)[CH:21]=2)[CH2:11][CH2:10]1)=[O:7])([CH3:4])([CH3:3])[CH3:2]. The catalyst class is: 47. (2) Reactant: S([O-])(O)=O.[Na+].[CH3:6][CH:7]([CH2:10][CH3:11])[CH:8]=O.[C-:12]#[N:13].[Na+].[CH2:15]([NH2:19])[CH:16]([CH3:18])[CH3:17]. Product: [CH3:6][CH:7]([CH2:10][CH3:11])[CH:8]([NH:19][CH2:15][CH:16]([CH3:18])[CH3:17])[C:12]#[N:13]. The catalyst class is: 72.